Dataset: Forward reaction prediction with 1.9M reactions from USPTO patents (1976-2016). Task: Predict the product of the given reaction. Given the reactants CC(OI1(OC(C)=O)(OC(C)=O)OC(=O)C2C=CC=CC1=2)=[O:3].[Br:23][C:24]1[CH:25]=[C:26]([CH:31]([C:33]2([C:39]3[CH:44]=[CH:43][C:42]([O:45][Si:46]([C:59]([CH3:62])([CH3:61])[CH3:60])([C:53]4[CH:58]=[CH:57][CH:56]=[CH:55][CH:54]=4)[C:47]4[CH:52]=[CH:51][CH:50]=[CH:49][CH:48]=4)=[CH:41][CH:40]=3)SCCCS2)[OH:32])[CH:27]=[CH:28][C:29]=1[F:30].C(O)(C)(C)C.S([O-])([O-])(=O)=S.[Na+].[Na+], predict the reaction product. The product is: [Br:23][C:24]1[CH:25]=[C:26]([C:31](=[O:32])[C:33]([C:39]2[CH:40]=[CH:41][C:42]([O:45][Si:46]([C:59]([CH3:60])([CH3:61])[CH3:62])([C:53]3[CH:54]=[CH:55][CH:56]=[CH:57][CH:58]=3)[C:47]3[CH:48]=[CH:49][CH:50]=[CH:51][CH:52]=3)=[CH:43][CH:44]=2)=[O:3])[CH:27]=[CH:28][C:29]=1[F:30].